Dataset: Full USPTO retrosynthesis dataset with 1.9M reactions from patents (1976-2016). Task: Predict the reactants needed to synthesize the given product. (1) Given the product [Cl:1][C:2]1[CH:3]=[CH:4][C:5]2[N:11]3[C:12]([CH2:15][F:16])=[N:13][N:14]=[C:10]3[C@@H:9]([CH2:17][CH2:18][N:19]3[N:23]=[N:22][C:21]([S:24][C:25]([CH3:32])([CH3:31])[C:26]([OH:28])=[O:27])=[N:20]3)[O:8][C@H:7]([C:33]3[CH:38]=[CH:37][CH:36]=[C:35]([O:39][CH3:40])[C:34]=3[O:41][CH3:42])[C:6]=2[CH:43]=1, predict the reactants needed to synthesize it. The reactants are: [Cl:1][C:2]1[CH:3]=[CH:4][C:5]2[N:11]3[C:12]([CH2:15][F:16])=[N:13][N:14]=[C:10]3[C@@H:9]([CH2:17][CH2:18][N:19]3[N:23]=[N:22][C:21]([S:24][C:25]([CH3:32])([CH3:31])[C:26]([O:28]CC)=[O:27])=[N:20]3)[O:8][C@H:7]([C:33]3[CH:38]=[CH:37][CH:36]=[C:35]([O:39][CH3:40])[C:34]=3[O:41][CH3:42])[C:6]=2[CH:43]=1.O.[OH-].[Li+]. (2) Given the product [OH:9][CH2:8][CH2:7][N:1]1[CH2:6][CH2:5][N:4]([CH2:21][CH:19]([OH:20])[CH2:18][O:17][CH2:16][CH2:15][CH2:14][Si:13]([CH3:22])([CH3:23])[O:12][Si:11]([CH3:30])([CH3:10])[CH2:24][CH2:25][Si:26]([CH3:29])([CH3:28])[CH3:27])[CH2:3][CH2:2]1, predict the reactants needed to synthesize it. The reactants are: [N:1]1([CH2:7][CH2:8][OH:9])[CH2:6][CH2:5][NH:4][CH2:3][CH2:2]1.[CH3:10][Si:11]([CH3:30])([CH2:24][CH2:25][Si:26]([CH3:29])([CH3:28])[CH3:27])[O:12][Si:13]([CH3:23])([CH3:22])[CH2:14][CH2:15][CH2:16][O:17][CH2:18][CH:19]1[CH2:21][O:20]1. (3) Given the product [Cl:27][C:23]1[CH:22]=[C:21]([CH2:20][CH2:19][N:8]([CH2:9][CH2:10][CH2:11][O:12][CH2:13][CH2:14][OH:15])[C:6](=[O:7])[O:5][C:1]([CH3:2])([CH3:3])[CH3:4])[CH:26]=[CH:25][CH:24]=1, predict the reactants needed to synthesize it. The reactants are: [C:1]([O:5][C:6]([N:8]([CH2:19][CH2:20][C:21]1[CH:26]=[CH:25][CH:24]=[C:23]([Cl:27])[CH:22]=1)[CH2:9][CH2:10][CH2:11][O:12][CH2:13][C:14](OCC)=[O:15])=[O:7])([CH3:4])([CH3:3])[CH3:2].[BH4-].[Li+]. (4) Given the product [CH3:1][N:2]1[C:6]([CH:7]2[CH2:12][CH2:11][CH2:10][CH2:9][CH:8]2[OH:13])=[CH:5][N:4]=[CH:3]1, predict the reactants needed to synthesize it. The reactants are: [CH3:1][N:2]1[C:6]([C:7]2[C:8](=[O:13])[CH2:9][CH2:10][CH2:11][CH:12]=2)=[CH:5][N:4]=[CH:3]1.[BH4-].[Na+].[Cl-].[NH4+].